Dataset: Catalyst prediction with 721,799 reactions and 888 catalyst types from USPTO. Task: Predict which catalyst facilitates the given reaction. (1) Reactant: [CH3:1][N:2]([CH3:17])[CH2:3][CH2:4][N:5]1[C:13]2[C:8](=[CH:9][C:10]([N+:14]([O-])=O)=[CH:11][CH:12]=2)[CH:7]=[CH:6]1.O.NN. Product: [CH3:1][N:2]([CH3:17])[CH2:3][CH2:4][N:5]1[C:13]2[C:8](=[CH:9][C:10]([NH2:14])=[CH:11][CH:12]=2)[CH:7]=[CH:6]1. The catalyst class is: 94. (2) Reactant: [CH3:1][C:2]1[N:7]=[C:6]([C:8]([N:10]2[C@H:16]([CH2:17][NH:18][C:19]3[CH:24]=[CH:23][C:22]([C:25]([F:28])([F:27])[F:26])=[CH:21][N:20]=3)[CH2:15][C@H:14]3[C@H:12]([CH2:13]3)[CH2:11]2)=[O:9])[C:5]([O:29][CH2:30][CH2:31][CH3:32])=[CH:4][CH:3]=1.[ClH:33]. Product: [ClH:33].[CH3:1][C:2]1[N:7]=[C:6]([C:8]([N:10]2[C@H:16]([CH2:17][NH:18][C:19]3[CH:24]=[CH:23][C:22]([C:25]([F:28])([F:27])[F:26])=[CH:21][N:20]=3)[CH2:15][C@H:14]3[C@H:12]([CH2:13]3)[CH2:11]2)=[O:9])[C:5]([O:29][CH2:30][CH2:31][CH3:32])=[CH:4][CH:3]=1. The catalyst class is: 2. (3) Reactant: [CH:1]([CH:3](Cl)[C:4]1[CH:9]=[CH:8][CH:7]=[CH:6][CH:5]=1)=[CH2:2].[C:11]([O-:14])(=[O:13])[CH3:12].[K+].CS(C)=O. Product: [C:11]([O:14][CH:3]([CH:1]=[CH2:2])[C:4]1[CH:9]=[CH:8][CH:7]=[CH:6][CH:5]=1)(=[O:13])[CH3:12]. The catalyst class is: 6. (4) Reactant: [Br:1][C:2]1[CH:3]=[CH:4][C:5]([CH2:8][CH3:9])=[N:6][CH:7]=1.C1C(=O)N([Br:17])C(=O)C1.O. Product: [Br:1][C:2]1[CH:3]=[CH:4][C:5]([CH:8]([Br:17])[CH3:9])=[N:6][CH:7]=1. The catalyst class is: 26.